From a dataset of Catalyst prediction with 721,799 reactions and 888 catalyst types from USPTO. Predict which catalyst facilitates the given reaction. (1) Reactant: [Cl:1][C:2]1[CH:3]=[C:4]([CH:38]=[C:39]([C:41]#[N:42])[CH:40]=1)[O:5][C:6]1[C:11](=[O:12])[N:10]([CH2:13][C:14]2[CH:15]=[C:16]([C:30]([O:32]C)=O)[C:17](=[O:29])[N:18]([CH2:20][C:21]3[CH:26]=[CH:25][C:24]([O:27][CH3:28])=[CH:23][CH:22]=3)[N:19]=2)[CH:9]=[N:8][C:7]=1[C:34]([F:37])([F:36])[F:35].[NH4+:43].[OH-]. Product: [Cl:1][C:2]1[CH:3]=[C:4]([CH:38]=[C:39]([C:41]#[N:42])[CH:40]=1)[O:5][C:6]1[C:11](=[O:12])[N:10]([CH2:13][C:14]2[CH:15]=[C:16]([C:30]([NH2:43])=[O:32])[C:17](=[O:29])[N:18]([CH2:20][C:21]3[CH:22]=[CH:23][C:24]([O:27][CH3:28])=[CH:25][CH:26]=3)[N:19]=2)[CH:9]=[N:8][C:7]=1[C:34]([F:35])([F:36])[F:37]. The catalyst class is: 56. (2) Reactant: [CH3:1][O:2][C:3]1[CH:4]=[C:5]([C:12]2[C:13](=[O:31])[NH:14][C:15](=[O:30])[C:16]=2[C:17]2[C:25]3[C:20](=[CH:21][CH:22]=[CH:23][CH:24]=3)[N:19]([CH2:26][CH2:27][CH2:28]O)[CH:18]=2)[C:6]2[O:10][CH:9]=[CH:8][C:7]=2[CH:11]=1.C(Br)(Br)(Br)[Br:33].C1(P(C2C=CC=CC=2)C2C=CC=CC=2)C=CC=CC=1. Product: [CH3:1][O:2][C:3]1[CH:4]=[C:5]([C:12]2[C:13](=[O:31])[NH:14][C:15](=[O:30])[C:16]=2[C:17]2[C:25]3[C:20](=[CH:21][CH:22]=[CH:23][CH:24]=3)[N:19]([CH2:26][CH2:27][CH2:28][Br:33])[CH:18]=2)[C:6]2[O:10][CH:9]=[CH:8][C:7]=2[CH:11]=1. The catalyst class is: 4. (3) Reactant: F[C:2]1[N:7]=[CH:6][C:5]([O:8][C:9]2[CH:14]=[CH:13][N:12]=[C:11]([C:15]3[CH:16]=[N:17][N:18]([CH3:20])[CH:19]=3)[CH:10]=2)=[CH:4][CH:3]=1.O.[NH2:22][NH2:23]. Product: [NH:22]([C:2]1[N:7]=[CH:6][C:5]([O:8][C:9]2[CH:14]=[CH:13][N:12]=[C:11]([C:15]3[CH:16]=[N:17][N:18]([CH3:20])[CH:19]=3)[CH:10]=2)=[CH:4][CH:3]=1)[NH2:23]. The catalyst class is: 41.